Predict the reaction yield, written as a fraction of the theoretical maximum amount of product (1.0 means a 100% yield; for example, 0.34 means a 34% yield). From a dataset of Reaction yield outcomes from USPTO patents with 853,638 reactions. (1) The reactants are Cl[C:2]1[CH:7]=[C:6]([C:8]([F:17])([C:13]([F:16])([F:15])[F:14])[C:9]([F:12])([F:11])[F:10])[CH:5]=[C:4](Cl)[C:3]=1N.N1C=CC=C[CH:21]=1.S(=[N:28][C:29]1[CH:30]=[C:31]([CH:35]=[CH:36][C:37]=1[Br:38])[C:32](Cl)=[O:33])=O.C[N:40]([CH3:43])C=O. The catalyst is ClCCl. The product is [NH2:28][C:29]1[CH:30]=[C:31]([CH:35]=[CH:36][C:37]=1[Br:38])[C:32]([NH:40][C:43]1[C:4]([CH3:3])=[CH:5][C:6]([C:8]([F:17])([C:13]([F:15])([F:14])[F:16])[C:9]([F:10])([F:12])[F:11])=[CH:7][C:2]=1[CH3:21])=[O:33]. The yield is 1.00. (2) The reactants are C([O-])([O-])=O.[Cs+].[Cs+].[CH2:7]([O:9][C:10](=[O:19])[C:11]1[CH:16]=[CH:15][C:14]([OH:17])=[C:13]([OH:18])[CH:12]=1)[CH3:8].Br[CH2:21][CH2:22]Br. The catalyst is CN(C=O)C. The product is [CH2:7]([O:9][C:10]([C:11]1[CH:16]=[CH:15][C:14]2[O:17][CH2:21][CH2:22][O:18][C:13]=2[CH:12]=1)=[O:19])[CH3:8]. The yield is 0.290. (3) The reactants are S(S([O-])=O)([O-])=O.[Na+].[Na+].[Cl:9][C:10]1[CH:15]=[CH:14][C:13]([C:16]2[C:20]3[CH2:21][N:22]([C:25](=[O:27])[CH3:26])[CH2:23][CH2:24][C:19]=3[N:18]([CH2:28][CH:29]([OH:44])[CH2:30][N:31]3[CH2:36][CH2:35][N:34]([C:37]4[CH:42]=[CH:41][CH:40]=[CH:39][C:38]=4[CH3:43])[CH2:33][CH2:32]3)[N:17]=2)=[CH:12][C:11]=1[N+:45]([O-])=O.Cl.C(=O)(O)[O-].[Na+]. The catalyst is O.C1COCC1. The product is [NH2:45][C:11]1[CH:12]=[C:13]([C:16]2[C:20]3[CH2:21][N:22]([C:25](=[O:27])[CH3:26])[CH2:23][CH2:24][C:19]=3[N:18]([CH2:28][CH:29]([OH:44])[CH2:30][N:31]3[CH2:32][CH2:33][N:34]([C:37]4[CH:42]=[CH:41][CH:40]=[CH:39][C:38]=4[CH3:43])[CH2:35][CH2:36]3)[N:17]=2)[CH:14]=[CH:15][C:10]=1[Cl:9]. The yield is 0.841. (4) The catalyst is COCCOC.[OH-].[Na+].C([O-])(=O)C.[Pd+2].C([O-])(=O)C.C(OCC)(=O)C.O.C(O)C. The reactants are C1(P(C2C=CC=CC=2)C2C=CC=CC=2)C=CC=CC=1.[CH2:20]([C:24]1[S:28][C:27]([S:29]([NH:32][C:33]([CH3:36])([CH3:35])[CH3:34])(=[O:31])=[O:30])=[C:26](B(O)O)[CH:25]=1)[CH:21]([CH3:23])[CH3:22].Br[C:41]1[CH:42]=[C:43]([CH:46]=[CH:47][CH:48]=1)[CH:44]=[O:45].C(=O)([O-])[O-].[K+].[K+]. The yield is 0.820. The product is [CH:44]([C:43]1[CH:42]=[C:41]([C:26]2[CH:25]=[C:24]([CH2:20][CH:21]([CH3:23])[CH3:22])[S:28][C:27]=2[S:29]([NH:32][C:33]([CH3:36])([CH3:35])[CH3:34])(=[O:31])=[O:30])[CH:48]=[CH:47][CH:46]=1)=[O:45]. (5) The reactants are [C:1]([CH2:8][N:9]1[CH2:22][CH2:21][CH2:20][NH:19][CH2:18][CH2:17][N:16]([CH2:23][C:24]([O:26][C:27]([CH3:30])([CH3:29])[CH3:28])=[O:25])[CH2:15][CH2:14][CH2:13][NH:12][CH2:11][CH2:10]1)([O:3][C:4]([CH3:7])([CH3:6])[CH3:5])=[O:2].C(N(CC)CC)C.[N+:38]([C:41]1[CH:48]=[CH:47][C:44]([CH2:45]Br)=[CH:43][CH:42]=1)([O-:40])=[O:39]. The catalyst is C(Cl)(Cl)Cl. The product is [C:24]([CH2:23][N:16]1[CH2:15][CH2:14][CH2:13][NH:12][CH2:11][CH2:10][N:9]([CH2:8][C:1]([O:3][C:4]([CH3:6])([CH3:5])[CH3:7])=[O:2])[CH2:22][CH2:21][CH2:20][N:19]([CH2:45][C:44]2[CH:47]=[CH:48][C:41]([N+:38]([O-:40])=[O:39])=[CH:42][CH:43]=2)[CH2:18][CH2:17]1)([O:26][C:27]([CH3:30])([CH3:29])[CH3:28])=[O:25]. The yield is 0.780. (6) The reactants are [CH2:1]([O:3][C:4]([C:6]1[N:7]=[C:8]([C:37]([F:40])([F:39])[F:38])[N:9]2[CH2:14][CH2:13][N:12]([C:15](=[O:36])[CH2:16][C@H:17]([NH:28]C(OC(C)(C)C)=O)[CH2:18][C:19]3[CH:24]=[C:23]([F:25])[C:22]([F:26])=[CH:21][C:20]=3[F:27])[CH2:11][C:10]=12)=[O:5])[CH3:2].[ClH:41]. The catalyst is C(OCC)(=O)C. The product is [ClH:41].[CH2:1]([O:3][C:4]([C:6]1[N:7]=[C:8]([C:37]([F:39])([F:40])[F:38])[N:9]2[CH2:14][CH2:13][N:12]([C:15](=[O:36])[CH2:16][C@H:17]([NH2:28])[CH2:18][C:19]3[CH:24]=[C:23]([F:25])[C:22]([F:26])=[CH:21][C:20]=3[F:27])[CH2:11][C:10]=12)=[O:5])[CH3:2]. The yield is 0.990. (7) The reactants are [N:1]1([C:7]2[CH:13]=[CH:12][C:10]([NH2:11])=[CH:9][CH:8]=2)[CH2:6][CH2:5][O:4][CH2:3][CH2:2]1.Cl.[Br:15][C:16]1[C:17]([NH:23][C:24]2[CH:33]=[CH:32][CH:31]=[CH:30][C:25]=2[C:26]([NH:28][CH3:29])=[O:27])=[CH:18][C:19](Cl)=[N:20][CH:21]=1.Cl. The catalyst is C(O)(C)C. The product is [Br:15][C:16]1[C:17]([NH:23][C:24]2[CH:33]=[CH:32][CH:31]=[CH:30][C:25]=2[C:26]([NH:28][CH3:29])=[O:27])=[CH:18][C:19]([NH:11][C:10]2[CH:12]=[CH:13][C:7]([N:1]3[CH2:2][CH2:3][O:4][CH2:5][CH2:6]3)=[CH:8][CH:9]=2)=[N:20][CH:21]=1. The yield is 0.100. (8) The product is [CH3:1][C:2]1[O:6][N:5]=[C:4]([C:7]2[CH:8]=[CH:9][CH:10]=[CH:11][CH:12]=2)[C:3]=1[CH2:13][O:14][C:15]1[CH:23]=[CH:22][C:18]([C:19]([NH:24][CH2:25][C:26]2[CH:31]=[CH:30][CH:29]=[CH:28][N:27]=2)=[O:21])=[CH:17][N:16]=1. The yield is 0.740. The reactants are [CH3:1][C:2]1[O:6][N:5]=[C:4]([C:7]2[CH:12]=[CH:11][CH:10]=[CH:9][CH:8]=2)[C:3]=1[CH2:13][O:14][C:15]1[CH:23]=[CH:22][C:18]([C:19]([OH:21])=O)=[CH:17][N:16]=1.[NH2:24][CH2:25][C:26]1[CH:31]=[CH:30][CH:29]=[CH:28][N:27]=1. No catalyst specified. (9) The reactants are [OH:1][C:2]1[CH:3]=[C:4]([N:8]2[C:12]3[CH:13]=[CH:14][CH:15]=[CH:16][C:11]=3[C:10](=[N:17][C:18]3[CH:23]=[CH:22][CH:21]=[C:20]([C:24]([F:27])([F:26])[F:25])[CH:19]=3)[C:9]2=[O:28])[CH:5]=[CH:6][CH:7]=1.C([O-])([O-])=O.[K+].[K+].C1OCCOCCOCCOCCOCCOC1.Cl.Cl[CH2:55][CH2:56][N:57]1[CH2:61][CH2:60][CH2:59][CH2:58]1. The catalyst is CN(C=O)C. The product is [N:57]1([CH2:56][CH2:55][O:1][C:2]2[CH:3]=[C:4]([N:8]3[C:12]4[CH:13]=[CH:14][CH:15]=[CH:16][C:11]=4[C:10](=[N:17][C:18]4[CH:23]=[CH:22][CH:21]=[C:20]([C:24]([F:27])([F:25])[F:26])[CH:19]=4)[C:9]3=[O:28])[CH:5]=[CH:6][CH:7]=2)[CH2:61][CH2:60][CH2:59][CH2:58]1. The yield is 0.410.